This data is from Reaction yield outcomes from USPTO patents with 853,638 reactions. The task is: Predict the reaction yield, written as a fraction of the theoretical maximum amount of product (1.0 means a 100% yield; for example, 0.34 means a 34% yield). The reactants are [CH3:1][N:2]1[CH:6]=[C:5]([C:7]2[N:12]=[C:11]([C:13]3[CH:14]=[N:15][N:16]([C:18]4([CH2:27][C:28]#[N:29])[CH2:21][N:20]([CH2:22][C:23]([F:26])([F:25])[F:24])[CH2:19]4)[CH:17]=3)[N:10]3[CH:30]=[CH:31][N:32]=[C:9]3[CH:8]=2)[CH:4]=[N:3]1.C([O-])(O)=O.[Na+].[Cl:38]N1C(=O)CCC1=O. The catalyst is C(Cl)Cl. The product is [Cl:38][C:30]1[N:10]2[C:11]([C:13]3[CH:14]=[N:15][N:16]([C:18]4([CH2:27][C:28]#[N:29])[CH2:21][N:20]([CH2:22][C:23]([F:24])([F:26])[F:25])[CH2:19]4)[CH:17]=3)=[N:12][C:7]([C:5]3[CH:4]=[N:3][N:2]([CH3:1])[CH:6]=3)=[CH:8][C:9]2=[N:32][CH:31]=1. The yield is 0.200.